From a dataset of Reaction yield outcomes from USPTO patents with 853,638 reactions. Predict the reaction yield, written as a fraction of the theoretical maximum amount of product (1.0 means a 100% yield; for example, 0.34 means a 34% yield). (1) The reactants are [NH2:1][C:2]1[CH:22]=[CH:21][C:5]([O:6][C:7]2[C:16]3[C:11](=[CH:12][C:13]([O:19][CH3:20])=[C:14]([C:17]#[N:18])[CH:15]=3)[N:10]=[CH:9][CH:8]=2)=[CH:4][CH:3]=1.[C:23](Cl)(=[O:31])[O:24][C:25]1[CH:30]=[CH:29][CH:28]=[CH:27][CH:26]=1.C(OCC)(=O)C.O. The catalyst is CN(C)C=O.N1C=CC=CC=1. The product is [C:17]([C:14]1[CH:15]=[C:16]2[C:11](=[CH:12][C:13]=1[O:19][CH3:20])[N:10]=[CH:9][CH:8]=[C:7]2[O:6][C:5]1[CH:21]=[CH:22][C:2]([NH:1][C:23](=[O:31])[O:24][C:25]2[CH:30]=[CH:29][CH:28]=[CH:27][CH:26]=2)=[CH:3][CH:4]=1)#[N:18]. The yield is 0.560. (2) The reactants are [CH3:1][O:2][C:3]1[CH:8]=[N:7][NH:6][C:5](=[O:9])[CH:4]=1.[H-].[Na+].[CH3:12][O:13][C:14](=[O:23])[CH:15](Br)[CH2:16][CH:17]1[CH2:21][CH2:20][CH2:19][CH2:18]1.O. The catalyst is O1CCCC1. The product is [CH3:12][O:13][C:14](=[O:23])[CH:15]([N:6]1[C:5](=[O:9])[CH:4]=[C:3]([O:2][CH3:1])[CH:8]=[N:7]1)[CH2:16][CH:17]1[CH2:18][CH2:19][CH2:20][CH2:21]1. The yield is 0.430. (3) The reactants are [O:1]1[CH:5]=[CH:4][CH:3]=[C:2]1[C:6](Cl)=[O:7].[N:9]1[CH:14]=[CH:13][C:12]([NH2:15])=[CH:11][CH:10]=1. The catalyst is CN(C=O)C. The product is [N:9]1[CH:14]=[CH:13][C:12]([NH:15][C:6]([C:2]2[O:1][CH:5]=[CH:4][CH:3]=2)=[O:7])=[CH:11][CH:10]=1. The yield is 0.750. (4) The reactants are C[O:2][C:3]1[CH:8]=[N:7][N:6]([C:9]2[CH:10]=[C:11]([NH:15][C:16](=[O:18])[CH3:17])[CH:12]=[CH:13][CH:14]=2)[C:5](=[O:19])[N:4]=1.Br[CH2:21][C:22]1[CH:27]=[CH:26][C:25]([Cl:28])=[CH:24][C:23]=1[F:29].[I-].[Na+]. The catalyst is C(#N)C. The product is [Cl:28][C:25]1[CH:26]=[CH:27][C:22]([CH2:21][N:4]2[C:3](=[O:2])[CH:8]=[N:7][N:6]([C:9]3[CH:10]=[C:11]([NH:15][C:16](=[O:18])[CH3:17])[CH:12]=[CH:13][CH:14]=3)[C:5]2=[O:19])=[C:23]([F:29])[CH:24]=1. The yield is 0.220. (5) The reactants are [H-].[Na+].[OH:3][CH:4]1[CH2:8][CH2:7][N:6]([C:9]([O:11][C:12]([CH3:15])([CH3:14])[CH3:13])=[O:10])[CH2:5]1.F[C:17]1[CH:22]=[C:21]([CH3:23])[C:20]([N+:24]([O-:26])=[O:25])=[CH:19][N:18]=1. The catalyst is C1COCC1. The product is [CH3:23][C:21]1[C:20]([N+:24]([O-:26])=[O:25])=[CH:19][N:18]=[C:17]([O:3][CH:4]2[CH2:8][CH2:7][N:6]([C:9]([O:11][C:12]([CH3:15])([CH3:14])[CH3:13])=[O:10])[CH2:5]2)[CH:22]=1. The yield is 0.650. (6) The reactants are [C:1]([C:5]1[CH:10]=[CH:9][CH:8]=[CH:7][C:6]=1[OH:11])([CH3:4])([CH3:3])[CH3:2].[OH-].[Na+].[OH-].[I-:15].[Na+].Cl[O-].[Na+].S([O-])([O-])(=O)=S.[Na+].[Na+].Cl. The catalyst is CO. The product is [C:1]([C:5]1[CH:10]=[C:9]([I:15])[CH:8]=[CH:7][C:6]=1[OH:11])([CH3:4])([CH3:2])[CH3:3]. The yield is 0.750.